Dataset: Forward reaction prediction with 1.9M reactions from USPTO patents (1976-2016). Task: Predict the product of the given reaction. (1) Given the reactants [CH3:1][C:2]([O:5][C:6]([N:8]([C:16]([O:18][C:19]([CH3:22])([CH3:21])[CH3:20])=[O:17])[C:9]1[CH:10]=[N:11][CH:12]=[C:13](Br)[CH:14]=1)=[O:7])([CH3:4])[CH3:3].[CH3:23][N:24]1[C:32]2[C:27](=[CH:28][CH:29]=[C:30]([Cl:33])[CH:31]=2)[CH:26]=[C:25]1B(O)O.P([O-])([O-])([O-])=O.[K+].[K+].[K+], predict the reaction product. The product is: [CH3:1][C:2]([O:5][C:6]([N:8]([C:16]([O:18][C:19]([CH3:22])([CH3:21])[CH3:20])=[O:17])[C:9]1[CH:10]=[N:11][CH:12]=[C:13]([C:25]2[N:24]([CH3:23])[C:32]3[C:27]([CH:26]=2)=[CH:28][CH:29]=[C:30]([Cl:33])[CH:31]=3)[CH:14]=1)=[O:7])([CH3:4])[CH3:3]. (2) Given the reactants C(OP([CH2:9][C:10]1[CH:15]=[CH:14][CH:13]=[CH:12][C:11]=1[Cl:16])(=O)OCC)C.[Cl:17][C:18]1[CH:25]=[C:22]([CH:23]=O)[C:21]([OH:26])=[CH:20][CH:19]=1.CC(C)([O-])C.[K+].CC(C)([O-])C, predict the reaction product. The product is: [Cl:16][C:11]1[CH:12]=[CH:13][CH:14]=[CH:15][C:10]=1/[CH:9]=[CH:23]/[C:22]1[CH:25]=[C:18]([Cl:17])[CH:19]=[CH:20][C:21]=1[OH:26]. (3) Given the reactants [CH3:1][O:2][C:3]1[C:4]([NH2:15])=[CH:5][C:6]([CH:9]2[CH2:14][CH2:13][O:12][CH2:11][CH2:10]2)=[N:7][CH:8]=1.[I:16]([O-])(=O)=O.[K+].[OH-].[Na+], predict the reaction product. The product is: [I:16][C:5]1[C:6]([CH:9]2[CH2:14][CH2:13][O:12][CH2:11][CH2:10]2)=[N:7][CH:8]=[C:3]([O:2][CH3:1])[C:4]=1[NH2:15]. (4) Given the reactants ClC[C:3]([N:5]([CH2:16][CH:17]1[C:26]2[C:21](=[CH:22][C:23]([C:27]#[N:28])=[CH:24][CH:25]=2)[CH2:20][CH2:19][CH2:18]1)[CH2:6][CH2:7][NH:8][C:9](=O)OC(C)(C)C)=[O:4].CCO.C([O-])([O-])=O.[K+].[K+], predict the reaction product. The product is: [O:4]=[C:3]1[CH2:9][NH:8][CH2:7][CH2:6][N:5]1[CH2:16][CH:17]1[CH2:18][CH2:19][CH2:20][C:21]2[CH:22]=[C:23]([C:27]#[N:28])[CH:24]=[CH:25][C:26]1=2. (5) Given the reactants [CH2:1]([C@@:5]1([CH2:37][CH3:38])[NH:11][C@H:10]([C:12]2[CH:17]=[CH:16][CH:15]=[CH:14][CH:13]=2)[C:9]2[CH:18]=[C:19]([O:33][CH3:34])[C:20]([CH2:22][NH:23][CH2:24][P:25](=[O:32])([O:29]CC)[O:26]CC)=[CH:21][C:8]=2[S:7](=[O:36])(=[O:35])[CH2:6]1)[CH2:2][CH2:3][CH3:4].Br[Si](C)(C)C, predict the reaction product. The product is: [CH2:1]([C@@:5]1([CH2:37][CH3:38])[NH:11][C@H:10]([C:12]2[CH:13]=[CH:14][CH:15]=[CH:16][CH:17]=2)[C:9]2[CH:18]=[C:19]([O:33][CH3:34])[C:20]([CH2:22][NH:23][CH2:24][P:25](=[O:26])([OH:29])[OH:32])=[CH:21][C:8]=2[S:7](=[O:36])(=[O:35])[CH2:6]1)[CH2:2][CH2:3][CH3:4]. (6) Given the reactants [CH:1]([C:3]1[CH:4]=[CH:5][C:6]([O:11][CH:12]([C:17]([F:20])([F:19])[F:18])[C:13]([F:16])([F:15])[F:14])=[C:7]([CH:10]=1)[C:8]#[N:9])=[O:2].CC(C)=[O:23].OS(O)(=O)=O.O=[Cr](=O)=O, predict the reaction product. The product is: [C:8]([C:7]1[CH:10]=[C:3]([CH:4]=[CH:5][C:6]=1[O:11][CH:12]([C:13]([F:14])([F:15])[F:16])[C:17]([F:18])([F:19])[F:20])[C:1]([OH:23])=[O:2])#[N:9]. (7) The product is: [O:14]=[C:13]([C:15]1[CH:20]=[CH:19][CH:18]=[CH:17][CH:16]=1)[CH2:12][N:28]([CH2:30][C:21]([C:1]1[CH:6]=[CH:5][CH:4]=[CH:3][CH:2]=1)=[O:24])[S:7]([C:1]1[CH:6]=[CH:5][CH:4]=[CH:3][CH:2]=1)(=[O:9])=[O:8]. Given the reactants [C:1]1([S:7](N)(=[O:9])=[O:8])[CH:6]=[CH:5][CH:4]=[CH:3][CH:2]=1.Br[CH2:12][C:13]([C:15]1[CH:20]=[CH:19][CH:18]=[CH:17][CH:16]=1)=[O:14].[C:21](=[O:24])([O-])[O-].[Cs+].[Cs+].C[N:28]([CH:30]=O)C, predict the reaction product.